From a dataset of Forward reaction prediction with 1.9M reactions from USPTO patents (1976-2016). Predict the product of the given reaction. (1) Given the reactants C([S:4][CH2:5][C:6]1[CH:16]=[CH:15][C:9]([O:10][CH2:11][C:12]([NH2:14])=[O:13])=[C:8]([Cl:17])[CH:7]=1)(=O)C.[OH-].[Na+], predict the reaction product. The product is: [Cl:17][C:8]1[CH:7]=[C:6]([CH2:5][SH:4])[CH:16]=[CH:15][C:9]=1[O:10][CH2:11][C:12]([NH2:14])=[O:13]. (2) Given the reactants [Br:1]C1C=CN=C2C(N3CCNCC3)C3C=CC(Cl)=CC=3CCC=12.[Cl:24][C:25]1[CH:26]=[CH:27][C:28]2[CH:38]([N:39]3[CH2:44][CH2:43][NH:42][CH2:41][CH2:40]3)[C:33]3=[N:34][CH:35]=[CH:36][CH:37]=[C:32]3[CH2:31][CH2:30][C:29]=2[CH:45]=1.[N:46]1[CH:51]=[CH:50][CH:49]=[C:48]([CH2:52][C:53]([OH:55])=O)[CH:47]=1.N1C=CC(CC(O)=O)=CC=1, predict the reaction product. The product is: [Br:1][C:36]1[CH:37]=[C:32]2[CH2:31][CH2:30][C:29]3[CH:45]=[C:25]([Cl:24])[CH:26]=[CH:27][C:28]=3[CH:38]([N:39]3[CH2:40][CH2:41][N:42]([C:53](=[O:55])[CH2:52][C:48]4[CH:47]=[N:46][CH:51]=[CH:50][CH:49]=4)[CH2:43][CH2:44]3)[C:33]2=[N:34][CH:35]=1. (3) The product is: [CH3:1][C:2]1[S:6][C:5]([C:7]2[S:8][C:9]([C:12]([OH:14])=[O:13])=[CH:10][CH:11]=2)=[CH:4][CH:3]=1. Given the reactants [CH3:1][C:2]1[S:6][C:5]([C:7]2[S:8][C:9]([C:12]([O:14]C)=[O:13])=[CH:10][CH:11]=2)=[CH:4][CH:3]=1.[Li+].[OH-].Cl, predict the reaction product. (4) Given the reactants [Br:1][C:2]1[CH:7]=[CH:6][C:5]([NH:8][N:9]=[C:10]([C:12]2[C:17]([F:18])=[CH:16][CH:15]=[CH:14][C:13]=2[Cl:19])[NH2:11])=[CH:4][CH:3]=1.N1C=CC=CC=1.[C:26](Cl)(Cl)=[O:27], predict the reaction product. The product is: [Br:1][C:2]1[CH:3]=[CH:4][C:5]([N:8]2[C:26](=[O:27])[NH:11][C:10]([C:12]3[C:17]([F:18])=[CH:16][CH:15]=[CH:14][C:13]=3[Cl:19])=[N:9]2)=[CH:6][CH:7]=1. (5) The product is: [NH2:13][C:14]1[C:19]([CH2:20][OH:21])=[C:18]([C:25]2[CH:26]=[CH:27][C:28]([CH3:31])=[CH:29][CH:30]=2)[C:17]([C:32]([O:34][CH3:35])=[O:33])=[C:16]([CH3:36])[N:15]=1. Given the reactants COCCO[AlH2-]OCCOC.[Na+].[NH2:13][C:14]1[C:19]([C:20](OCC)=[O:21])=[C:18]([C:25]2[CH:30]=[CH:29][C:28]([CH3:31])=[CH:27][CH:26]=2)[C:17]([C:32]([O:34][CH3:35])=[O:33])=[C:16]([CH3:36])[N:15]=1, predict the reaction product. (6) Given the reactants [C:1]([C:3]1[C:4]([C:17]2[CH:39]=[CH:38][C:20]([C:21]([NH:23][C:24]3[CH:29]=[CH:28][CH:27]=[CH:26][C:25]=3[NH:30]C(=O)OC(C)(C)C)=[O:22])=[CH:19][CH:18]=2)=[N:5][CH:6]=[C:7]([CH2:9][O:10][CH2:11][CH2:12][NH:13][CH:14]([CH3:16])[CH3:15])[CH:8]=1)#[N:2].Cl, predict the reaction product. The product is: [NH2:30][C:25]1[CH:26]=[CH:27][CH:28]=[CH:29][C:24]=1[NH:23][C:21](=[O:22])[C:20]1[CH:38]=[CH:39][C:17]([C:4]2[C:3]([C:1]#[N:2])=[CH:8][C:7]([CH2:9][O:10][CH2:11][CH2:12][NH:13][CH:14]([CH3:15])[CH3:16])=[CH:6][N:5]=2)=[CH:18][CH:19]=1.